From a dataset of Reaction yield outcomes from USPTO patents with 853,638 reactions. Predict the reaction yield, written as a fraction of the theoretical maximum amount of product (1.0 means a 100% yield; for example, 0.34 means a 34% yield). (1) The reactants are [Br:1][C:2]1[CH:3]=[CH:4][C:5]2[N:6]([CH2:16][CH:17]3[O:21][C:20](=[O:22])[NH:19][CH2:18]3)[C:7]3[C:12]([C:13]=2[CH:14]=1)=[CH:11][C:10]([Br:15])=[CH:9][CH:8]=3.I[C:24]1[CH:29]=[CH:28][CH:27]=[CH:26][N:25]=1.C([O-])([O-])=O.[K+].[K+].C(Cl)Cl.CCOC(C)=O. The catalyst is CS(C)=O.CCOC(C)=O.[Cu]I. The product is [Br:15][C:10]1[CH:9]=[CH:8][C:7]2[N:6]([CH2:16][CH:17]3[O:21][C:20](=[O:22])[N:19]([C:24]4[CH:29]=[CH:28][CH:27]=[CH:26][N:25]=4)[CH2:18]3)[C:5]3[C:13]([C:12]=2[CH:11]=1)=[CH:14][C:2]([Br:1])=[CH:3][CH:4]=3. The yield is 0.794. (2) The reactants are C1C=CC(P(C2C(C3C(P(C4C=CC=CC=4)C4C=CC=CC=4)=CC=C4C=3C=CC=C4)=C3C(C=CC=C3)=CC=2)C2C=CC=CC=2)=CC=1.C([O-])([O-])=O.[Cs+].[Cs+].FC(F)(F)S(O[C:59]1[CH:64]=[C:63]([Cl:65])[C:62]([CH2:66][CH:67]2[CH2:71][CH2:70][N:69]([CH:72]3[CH2:77][CH2:76][CH2:75][CH2:74][CH2:73]3)[C:68]2=[O:78])=[C:61]([Cl:79])[CH:60]=1)(=O)=O.C(=[NH:95])(C1C=CC=CC=1)C1C=CC=CC=1.C([O-])(=O)C.[Na+].Cl.NO. The catalyst is C1C=CC(/C=C/C(/C=C/C2C=CC=CC=2)=O)=CC=1.C1C=CC(/C=C/C(/C=C/C2C=CC=CC=2)=O)=CC=1.C1C=CC(/C=C/C(/C=C/C2C=CC=CC=2)=O)=CC=1.[Pd].[Pd].O.C1(C)C=CC=CC=1. The product is [NH2:95][C:59]1[CH:64]=[C:63]([Cl:65])[C:62]([CH2:66][CH:67]2[CH2:71][CH2:70][N:69]([CH:72]3[CH2:77][CH2:76][CH2:75][CH2:74][CH2:73]3)[C:68]2=[O:78])=[C:61]([Cl:79])[CH:60]=1. The yield is 0.650. (3) The reactants are Cl.[NH2:2][CH2:3][C:4]1[CH:29]=[CH:28][C:7]([C:8]([NH:10][C@H:11]2[CH2:16][CH2:15][CH2:14][CH2:13][C@@H:12]2[CH2:17][N:18]2[CH2:23][CH2:22][CH2:21][C@@H:20]([CH2:24][O:25][CH2:26][CH3:27])[CH2:19]2)=[O:9])=[CH:6][CH:5]=1.C(N(C(C)C)CC)(C)C.[CH2:39]([S:41](Cl)(=[O:43])=[O:42])[CH3:40].C([O-])(O)=O.[Na+]. The catalyst is C(Cl)Cl. The product is [CH2:26]([O:25][CH2:24][C@@H:20]1[CH2:21][CH2:22][CH2:23][N:18]([CH2:17][C@H:12]2[CH2:13][CH2:14][CH2:15][CH2:16][C@@H:11]2[NH:10][C:8](=[O:9])[C:7]2[CH:6]=[CH:5][C:4]([CH2:3][NH:2][S:41]([CH2:39][CH3:40])(=[O:43])=[O:42])=[CH:29][CH:28]=2)[CH2:19]1)[CH3:27]. The yield is 0.150.